Task: Binary Classification. Given a miRNA mature sequence and a target amino acid sequence, predict their likelihood of interaction.. Dataset: Experimentally validated miRNA-target interactions with 360,000+ pairs, plus equal number of negative samples (1) The miRNA is hsa-miR-4708-5p with sequence AGAGAUGCCGCCUUGCUCCUU. The protein sequence of the target gene is MARGQQKIQSQQKNAKKQAGQKKKQGHDQKAAAKAALIYTCTVCRTQMPDPKTFKQHFESKHPKTPLPPELADVQA. Result: 0 (no interaction). (2) The miRNA is mmu-miR-363-3p with sequence AAUUGCACGGUAUCCAUCUGUA. The protein sequence of the target gene is MSLLLSFYLLGLLVRSGQALLQVTISLSKVELSVGESKFFTCTAIGEPESIDWYNPQGEKIISTQRVMLQKEGVRSRLTIYNANIEDAGIYRCQATDAKGQTQEATVVLEIYQKLTFREVVSPQEFKQGEDAEVVCRVSSSPAPAVSWLYHNEEVTTIPDNRFAVLANNNLQILNINKSDEGIYRCEGRVEARGEIDFRDIIVIVNVPPAIMMPQKSFNATAERGEEMTLTCKASGSPDPTISWFRNGKLIEENEKYILKGSNTELTVRNIINKDGGSYVCKATNKAGEDQKQAFLQVFV.... Result: 1 (interaction). (3) The miRNA is hsa-miR-4640-3p with sequence CACCCCCUGUUUCCUGGCCCAC. The protein sequence of the target gene is MAVPAKKRKMNFSEREVEIIVEELELKKHLLVNHFNAGVPLAAKSAAWHGILRRVNAVATCRRELPEVKKKWSDLKTEVRRKVAQVRAAVEGGEAPGPTEEDGAGGPGTGGGSGGGGPAVAPVLLTPMQQRICNLLGEATIISLPSTTEIHPVALGPSATAAAATVTLTQIPTETTYHTLEEGVVEYCTAEAPPPLPPETPVDMMAQHADTSVKPQALKSRIALNSAKLIQEQRVTNLHVKEIAQHLEQQNDLLQMIRRSQEVQACAQERQAQAMEGTQAALSVLIQVLRPMIKDFRRYL.... Result: 1 (interaction). (4) The miRNA is hsa-miR-548j-3p with sequence CAAAAACUGCAUUACUUUUGC. The protein sequence of the target gene is MDPGDAAILESSLRILYRLFESVLPPLPAALQSRMNVIDHVRDMAAAGLHSNVRLLSSLLLTMSNNNPELFSPPQKYQLLVYHADSLFHDKEYRNAVSKYTMALQQKKALSKTSKVRPSTGNSASTPQSQCLPSEIEVKYKMAECYTMLKQDKDAIAILDGIPSRQRTPKINMMLANLYKKAGQERPSVTSYKEVLRQCPLALDAILGLLSLSVKGAEVASMTMNVIQTVPNLDWLSVWIKAYAFVHTGDNSRAISTICSLEKKSLLRDNVDLLGSLADLYFRAGDNKNSVLKFEQAQML.... Result: 0 (no interaction).